From a dataset of Full USPTO retrosynthesis dataset with 1.9M reactions from patents (1976-2016). Predict the reactants needed to synthesize the given product. (1) Given the product [CH3:9][C:7]1[CH:8]=[C:3]([CH2:2][OH:1])[CH:4]=[C:5]([O:10][C:12]2[CH:17]=[CH:16][C:15]([C:18]([F:21])([F:20])[F:19])=[CH:14][N:13]=2)[CH:6]=1, predict the reactants needed to synthesize it. The reactants are: [OH:1][CH2:2][C:3]1[CH:4]=[C:5]([OH:10])[CH:6]=[C:7]([CH3:9])[CH:8]=1.Cl[C:12]1[CH:17]=[CH:16][C:15]([C:18]([F:21])([F:20])[F:19])=[CH:14][N:13]=1.C(=O)([O-])[O-].[K+].[K+].O. (2) Given the product [NH2:8][C:7]1[C:2]([CH3:1])=[CH:3][C:4]([C:11]([O:13][CH2:14][CH3:15])=[O:12])=[N:5][CH:6]=1, predict the reactants needed to synthesize it. The reactants are: [CH3:1][C:2]1[C:7]([N+:8]([O-])=O)=[CH:6][N:5]=[C:4]([C:11]([O:13][CH2:14][CH3:15])=[O:12])[CH:3]=1. (3) Given the product [Cl:6][C:7]1[CH:14]=[CH:13][CH:12]=[CH:11][C:8]=1[CH:9]([N:20]1[CH2:21][CH2:22][C:23]2[S:15][CH:16]=[CH:17][C:18]=2[CH2:19]1)[C:24]#[N:25], predict the reactants needed to synthesize it. The reactants are: S(=O)(O)[O-].[Na+].[Cl:6][C:7]1[CH:14]=[CH:13][CH:12]=[CH:11][C:8]=1[CH:9]=O.[S:15]1[C:23]2[CH2:22][CH2:21][NH:20][CH2:19][C:18]=2[CH:17]=[CH:16]1.[C-:24]#[N:25].[Na+]. (4) Given the product [OH:13][CH2:12][CH:11]([CH3:21])[O:10][C:8]1[CH:7]=[C:6]([O:22][C:23]2[CH:24]=[CH:25][C:26]([S:29]([CH3:32])(=[O:30])=[O:31])=[CH:27][CH:28]=2)[CH:5]=[C:4]([CH:9]=1)[C:3]([NH:34][C:35]1[S:39][N:38]=[C:37]([CH3:40])[N:36]=1)=[O:2], predict the reactants needed to synthesize it. The reactants are: C[O:2][C:3](=O)[C:4]1[CH:9]=[C:8]([O:10][C@@H:11]([CH3:21])[CH2:12][O:13][Si](C(C)(C)C)(C)C)[CH:7]=[C:6]([O:22][C:23]2[CH:28]=[CH:27][C:26]([S:29]([CH3:32])(=[O:31])=[O:30])=[CH:25][CH:24]=2)[CH:5]=1.[NH2:34][C:35]1[S:39][N:38]=[C:37]([CH3:40])[N:36]=1. (5) Given the product [CH3:1][CH2:2][CH2:3][CH2:4][CH2:5][CH2:6][CH2:7][CH2:8]/[CH:9]=[CH:10]\[CH2:11][CH2:12][CH2:13][CH2:14][CH2:15][CH2:16][CH2:17][C:18]([O:20][CH2:21][CH:22]([O:28][C:29]([CH2:31][CH2:32][CH2:33][CH2:34][CH2:35][CH2:36][CH2:37]/[CH:38]=[CH:39]\[CH2:40][CH2:41][CH2:42][CH2:43][CH2:44][CH2:45][CH2:46][CH3:47])=[O:30])[CH2:23][N+:24]([CH3:27])([CH3:26])[CH3:25])=[O:19].[CH3:50][CH:49]([CH2:51][CH2:52][CH2:53][C@H:54]([C@@H:56]1[C@:74]2([CH3:75])[C@H:59]([C@H:60]3[C@H:71]([CH2:72][CH2:73]2)[C@:69]2([CH3:70])[C:63]([CH2:64][C@H:65]([CH2:67][CH2:68]2)[OH:66])=[CH:62][CH2:61]3)[CH2:58][CH2:57]1)[CH3:55])[CH3:48].[CH3:1][CH2:2][CH2:3][CH2:4][CH2:5][CH2:6][CH2:7][CH2:8]/[CH:9]=[CH:10]\[CH2:11][CH2:12][CH2:13][CH2:14][CH2:15][CH2:16][CH2:17][C:18]([O:20][CH2:21][CH:22]([O:28][C:29]([CH2:31][CH2:32][CH2:33][CH2:34][CH2:35][CH2:36][CH2:37]/[CH:38]=[CH:39]\[CH2:40][CH2:41][CH2:42][CH2:43][CH2:44][CH2:45][CH2:46][CH3:47])=[O:30])[CH2:23][N+:24]([CH3:27])([CH3:26])[CH3:25])=[O:19], predict the reactants needed to synthesize it. The reactants are: [CH3:1][CH2:2][CH2:3][CH2:4][CH2:5][CH2:6][CH2:7][CH2:8]/[CH:9]=[CH:10]\[CH2:11][CH2:12][CH2:13][CH2:14][CH2:15][CH2:16][CH2:17][C:18]([O:20][CH2:21][CH:22]([O:28][C:29]([CH2:31][CH2:32][CH2:33][CH2:34][CH2:35][CH2:36][CH2:37]/[CH:38]=[CH:39]\[CH2:40][CH2:41][CH2:42][CH2:43][CH2:44][CH2:45][CH2:46][CH3:47])=[O:30])[CH2:23][N+:24]([CH3:27])([CH3:26])[CH3:25])=[O:19].[CH3:48][CH:49]([CH2:51][CH2:52][CH2:53][C@H:54]([C@@H:56]1[C@:74]2([CH3:75])[C@H:59]([C@H:60]3[C@H:71]([CH2:72][CH2:73]2)[C@:69]2([CH3:70])[C:63]([CH2:64][C@H:65]([CH2:67][CH2:68]2)[OH:66])=[CH:62][CH2:61]3)[CH2:58][CH2:57]1)[CH3:55])[CH3:50].